Dataset: Reaction yield outcomes from USPTO patents with 853,638 reactions. Task: Predict the reaction yield, written as a fraction of the theoretical maximum amount of product (1.0 means a 100% yield; for example, 0.34 means a 34% yield). (1) The reactants are FC(F)(F)C(O)=O.COC[O:11][CH2:12][CH2:13][CH:14]1[O:18][C:17]2=[N:19][C:20]([N+:22]([O-:24])=[O:23])=[CH:21][N:16]2[CH2:15]1. The catalyst is C(Cl)Cl. The product is [OH:11][CH2:12][CH2:13][CH:14]1[O:18][C:17]2=[N:19][C:20]([N+:22]([O-:24])=[O:23])=[CH:21][N:16]2[CH2:15]1. The yield is 0.650. (2) The reactants are [CH3:1][O:2][C:3]1[CH:8]=[C:7]([CH2:9][N:10]2[CH2:15][CH2:14][N:13]([CH3:16])[CH2:12][CH2:11]2)[CH:6]=[CH:5][C:4]=1[CH2:17][OH:18]. The catalyst is C(Cl)(Cl)Cl.[O-2].[O-2].[Mn+4]. The product is [CH3:1][O:2][C:3]1[CH:8]=[C:7]([CH2:9][N:10]2[CH2:15][CH2:14][N:13]([CH3:16])[CH2:12][CH2:11]2)[CH:6]=[CH:5][C:4]=1[CH:17]=[O:18]. The yield is 0.990. (3) The reactants are [N:1]1[CH:6]=[CH:5][CH:4]=[CH:3][C:2]=1[N:7]1[CH2:12][CH2:11][NH:10][CH2:9][CH2:8]1.C=O.[CH3:15][O:16][C:17]1[CH:18]=[C:19]([CH:23]=[C:24]([O:26][CH3:27])[CH:25]=1)[C:20]([NH2:22])=[O:21].[C:28](=O)([O-])[O-].[K+].[K+]. The catalyst is C(O)C. The product is [CH3:27][O:26][C:24]1[CH:23]=[C:19]([CH:18]=[C:17]([O:16][CH3:15])[CH:25]=1)[C:20]([NH:22][CH2:28][N:10]1[CH2:9][CH2:8][N:7]([C:2]2[CH:3]=[CH:4][CH:5]=[CH:6][N:1]=2)[CH2:12][CH2:11]1)=[O:21]. The yield is 0.720.